Predict the reaction yield, written as a fraction of the theoretical maximum amount of product (1.0 means a 100% yield; for example, 0.34 means a 34% yield). From a dataset of Reaction yield outcomes from USPTO patents with 853,638 reactions. The reactants are C(Cl)(=O)C(Cl)=O.[CH2:7]([O:14][C:15]([NH:17][CH:18]1[CH2:23][CH2:22][CH:21]([C:24]([OH:26])=O)[CH2:20][CH2:19]1)=[O:16])[C:8]1[CH:13]=[CH:12][CH:11]=[CH:10][CH:9]=1.Cl.[CH3:28][NH:29][O:30][CH3:31]. The catalyst is ClCCl.N1C=CC=CC=1. The product is [CH2:7]([O:14][C:15](=[O:16])[NH:17][CH:18]1[CH2:19][CH2:20][CH:21]([C:24](=[O:26])[N:29]([O:30][CH3:31])[CH3:28])[CH2:22][CH2:23]1)[C:8]1[CH:9]=[CH:10][CH:11]=[CH:12][CH:13]=1. The yield is 0.380.